Dataset: Full USPTO retrosynthesis dataset with 1.9M reactions from patents (1976-2016). Task: Predict the reactants needed to synthesize the given product. (1) Given the product [CH3:13][O:12][C:9]1[CH:10]=[CH:11][C:6]([NH:5][C:3](=[O:4])[CH2:2][N:35]2[CH2:34][CH2:33][N:32]([C:29]3[CH:30]=[CH:31][C:26]([O:25][CH3:24])=[C:27]([C:38]([F:40])([F:41])[F:39])[CH:28]=3)[CH2:37][CH2:36]2)=[C:7]([N+:14]([O-:16])=[O:15])[CH:8]=1, predict the reactants needed to synthesize it. The reactants are: Br[CH2:2][C:3]([NH:5][C:6]1[CH:11]=[CH:10][C:9]([O:12][CH3:13])=[CH:8][C:7]=1[N+:14]([O-:16])=[O:15])=[O:4].C(=O)([O-])[O-].[Na+].[Na+].Cl.[CH3:24][O:25][C:26]1[CH:31]=[CH:30][C:29]([N:32]2[CH2:37][CH2:36][NH:35][CH2:34][CH2:33]2)=[CH:28][C:27]=1[C:38]([F:41])([F:40])[F:39]. (2) Given the product [CH:34]1([S:31]([C:26]2[CH:27]=[CH:28][CH:29]=[CH:30][C:25]=2[C:6]2[CH:5]=[CH:4][C:3]([C:17]3[N:18]=[CH:19][C:20]([NH2:23])=[N:21][CH:22]=3)=[C:2]([F:1])[CH:7]=2)(=[O:32])=[O:33])[CH2:38][CH2:37][CH2:36][CH2:35]1, predict the reactants needed to synthesize it. The reactants are: [F:1][C:2]1[CH:7]=[C:6](B2OC(C)(C)C(C)(C)O2)[CH:5]=[CH:4][C:3]=1[C:17]1[N:18]=[CH:19][C:20]([NH2:23])=[N:21][CH:22]=1.Br[C:25]1[CH:30]=[CH:29][CH:28]=[CH:27][C:26]=1[S:31]([CH:34]1[CH2:38][CH2:37][CH2:36][CH2:35]1)(=[O:33])=[O:32].